Dataset: Reaction yield outcomes from USPTO patents with 853,638 reactions. Task: Predict the reaction yield, written as a fraction of the theoretical maximum amount of product (1.0 means a 100% yield; for example, 0.34 means a 34% yield). (1) The reactants are [C:1](=[O:4])([O-])[O-].[K+].[K+].CI.[Br:9][C:10]1[CH:15]=[CH:14][C:13](O)=[C:12]([CH2:17][CH3:18])[CH:11]=1. The catalyst is CN(C=O)C. The product is [Br:9][C:10]1[CH:15]=[CH:14][C:13]([O:4][CH3:1])=[C:12]([CH2:17][CH3:18])[CH:11]=1. The yield is 0.680. (2) The reactants are Cl[C:2]1[N:7]=[N:6][C:5]([N:8]([CH2:16][C:17]2([C:21]3[C:26]([F:27])=[CH:25][CH:24]=[CH:23][N:22]=3)[CH2:20][CH2:19][CH2:18]2)[C:9](=[O:15])[O:10][C:11]([CH3:14])([CH3:13])[CH3:12])=[CH:4][CH:3]=1.[C:28]([C:30]1[S:34][C:33](B(O)O)=[CH:32][CH:31]=1)#[N:29].C([O-])([O-])=O.[K+].[K+]. The catalyst is C1C=CC(P(C2C=CC=CC=2)[C-]2C=CC=C2)=CC=1.C1C=CC(P(C2C=CC=CC=2)[C-]2C=CC=C2)=CC=1.Cl[Pd]Cl.[Fe+2].O1CCOCC1. The product is [C:28]([C:30]1[S:34][C:33]([C:2]2[N:7]=[N:6][C:5]([N:8]([CH2:16][C:17]3([C:21]4[C:26]([F:27])=[CH:25][CH:24]=[CH:23][N:22]=4)[CH2:18][CH2:19][CH2:20]3)[C:9](=[O:15])[O:10][C:11]([CH3:12])([CH3:14])[CH3:13])=[CH:4][CH:3]=2)=[CH:32][CH:31]=1)#[N:29]. The yield is 0.320.